Task: Predict which catalyst facilitates the given reaction.. Dataset: Catalyst prediction with 721,799 reactions and 888 catalyst types from USPTO (1) Reactant: [I:1][C:2]1[CH:3]=[C:4]([CH3:10])[C:5]([O:8][CH3:9])=[N:6][CH:7]=1.C1C(=O)N([Br:18])C(=O)C1.CC(N=NC(C#N)(C)C)(C#N)C. Product: [Br:18][CH2:10][C:4]1[C:5]([O:8][CH3:9])=[N:6][CH:7]=[C:2]([I:1])[CH:3]=1. The catalyst class is: 53. (2) Reactant: [CH3:1][O:2][C:3](=[O:29])[CH:4]([CH2:24][CH:25]=[CH:26][CH2:27]Br)[CH2:5][C:6]([CH3:23])=[CH:7][CH2:8][C:9]1[C:10]([OH:22])=[C:11]2[C:15](=[C:16]([CH3:20])[C:17]=1[O:18][CH3:19])[CH2:14][O:13][C:12]2=[O:21].[CH2:30]([O:32][P:33]([O:37]CC)[O:34][CH2:35][CH3:36])[CH3:31]. Product: [CH3:1][O:2][C:3](=[O:29])[CH:4]([CH2:24][CH:25]=[CH:26][CH2:27][P:33]([O:34][CH2:35][CH3:36])([O:32][CH2:30][CH3:31])=[O:37])[CH2:5][C:6]([CH3:23])=[CH:7][CH2:8][C:9]1[C:10]([OH:22])=[C:11]2[C:15](=[C:16]([CH3:20])[C:17]=1[O:18][CH3:19])[CH2:14][O:13][C:12]2=[O:21]. The catalyst class is: 11. (3) Reactant: N1C=CN=C1.[Si:6](Cl)([C:9]([CH3:12])([CH3:11])[CH3:10])([CH3:8])[CH3:7].[OH:14][CH2:15][C:16]1[CH:17]=[C:18]([CH:31]=[CH:32][CH:33]=1)[CH2:19][N:20]1[C:28](=[O:29])[C:27]2[C:22](=[CH:23][CH:24]=[CH:25][CH:26]=2)[C:21]1=[O:30].O. Product: [Si:6]([O:14][CH2:15][C:16]1[CH:17]=[C:18]([CH:31]=[CH:32][CH:33]=1)[CH2:19][N:20]1[C:21](=[O:30])[C:22]2[C:27](=[CH:26][CH:25]=[CH:24][CH:23]=2)[C:28]1=[O:29])([C:9]([CH3:12])([CH3:11])[CH3:10])([CH3:8])[CH3:7]. The catalyst class is: 217. (4) Reactant: [CH2:1]([O:4][CH:5]([CH2:9][C:10]1[CH:11]=[C:12]2[C:16](=[CH:17][CH:18]=1)[N:15](COCC[Si](C)(C)C)[CH:14]=[CH:13]2)[C:6]([OH:8])=[O:7])[CH2:2][CH3:3].C(N)CN.[F-].C([N+](CCCC)(CCCC)CCCC)CCC. Product: [NH:15]1[C:16]2[C:12](=[CH:11][C:10]([CH2:9][CH:5]([O:4][CH2:1][CH2:2][CH3:3])[C:6]([OH:8])=[O:7])=[CH:18][CH:17]=2)[CH:13]=[CH:14]1. The catalyst class is: 9. (5) Reactant: C([N:8]1[CH2:13][CH2:12][CH:11]([N:14]2[C:18]3=[N:19][C:20]([Cl:31])=[N:21][C:22]([N:23]4[CH2:28][C@@H:27]([CH3:29])[O:26][C@@H:25]([CH3:30])[CH2:24]4)=[C:17]3[CH:16]=[N:15]2)[CH2:10][CH2:9]1)C1C=CC=CC=1.CC(Cl)OC(Cl)=O.C(=O)([O-])[O-].[K+].[K+]. Product: [Cl:31][C:20]1[N:19]=[C:18]2[N:14]([CH:11]3[CH2:12][CH2:13][NH:8][CH2:9][CH2:10]3)[N:15]=[CH:16][C:17]2=[C:22]([N:23]2[CH2:24][C@@H:25]([CH3:30])[O:26][C@@H:27]([CH3:29])[CH2:28]2)[N:21]=1. The catalyst class is: 26. (6) Reactant: [N:1]1[CH:6]=[CH:5][CH:4]=[CH:3][C:2]=1[C:7]1[C:16]([C:17]2[C:26]3[C:21](=[CH:22][CH:23]=[CH:24][CH:25]=3)[N:20]=[CH:19][CH:18]=2)=[C:10]2[CH2:11][CH2:12][CH2:13][CH:14]([OH:15])[N:9]2[N:8]=1.[C:27](OC(=O)C)(=[O:29])[CH3:28]. Product: [C:27]([O:15][CH:14]1[N:9]2[N:8]=[C:7]([C:2]3[CH:3]=[CH:4][CH:5]=[CH:6][N:1]=3)[C:16]([C:17]3[C:26]4[C:21](=[CH:22][CH:23]=[CH:24][CH:25]=4)[N:20]=[CH:19][CH:18]=3)=[C:10]2[CH2:11][CH2:12][CH2:13]1)(=[O:29])[CH3:28]. The catalyst class is: 17.